This data is from Retrosynthesis with 50K atom-mapped reactions and 10 reaction types from USPTO. The task is: Predict the reactants needed to synthesize the given product. (1) Given the product COc1cc(-c2nc3ncccc3[nH]2)ccc1NS(C)(=O)=O, predict the reactants needed to synthesize it. The reactants are: COc1cc(C(=O)O)ccc1NS(C)(=O)=O.Nc1cccnc1N. (2) Given the product CNC(=O)c1ccccc1Nc1cc(Nc2ccc(N3CCOCC3)cc2)ncc1Br, predict the reactants needed to synthesize it. The reactants are: CNC(=O)c1ccccc1Nc1cc(Cl)ncc1Br.Nc1ccc(N2CCOCC2)cc1. (3) Given the product Cc1ccc(C(=O)NC2(C)CCC2)cc1-c1ccc2cc(NC(=O)C3CC3)ncc2c1, predict the reactants needed to synthesize it. The reactants are: CC1(N)CCC1.Cc1ccc(C(=O)O)cc1-c1ccc2cc(NC(=O)C3CC3)ncc2c1. (4) Given the product CSc1cc(N)c(=O)[nH]c1C, predict the reactants needed to synthesize it. The reactants are: CSc1cc([N+](=O)[O-])c(=O)[nH]c1C. (5) Given the product CC(C)(C)C(=O)OC(CS(=O)(=O)[O-])(C(F)(F)F)C(F)(F)F, predict the reactants needed to synthesize it. The reactants are: CC(C)(C)C(=O)Cl.O=S(=O)([O-])CC(O)(C(F)(F)F)C(F)(F)F. (6) Given the product CC/C(=C\C=O)c1ccc(COc2ccc(C(O[SiH](C)C)C(C)(C)C)c(C(O[SiH](C)C)C(C)(C)C)c2)s1, predict the reactants needed to synthesize it. The reactants are: CC/C(=C\CO)c1ccc(COc2ccc(C(O[SiH](C)C)C(C)(C)C)c(C(O[SiH](C)C)C(C)(C)C)c2)s1. (7) Given the product C#Cc1cnc2c(F)c(Nc3ccc(C)cc3F)c(C(=O)OC)cn12, predict the reactants needed to synthesize it. The reactants are: COC(=O)c1cn2c(C#C[Si](C)(C)C)cnc2c(F)c1Nc1ccc(C)cc1F.